From a dataset of Retrosynthesis with 50K atom-mapped reactions and 10 reaction types from USPTO. Predict the reactants needed to synthesize the given product. (1) The reactants are: Nc1cccc(-n2cnc3cc(C(=O)NCc4cccnc4)ccc32)c1.O=Cc1ccc(Cl)cc1. Given the product O=C(NCc1cccnc1)c1ccc2c(c1)ncn2-c1cccc(NCc2ccc(Cl)cc2)c1, predict the reactants needed to synthesize it. (2) The reactants are: CCc1cc(C(n2cc(C(F)(F)F)cn2)(C(F)(F)F)C(F)(F)F)cc(C)c1NC(=O)c1cccc([N+](=O)[O-])c1. Given the product CCc1cc(C(n2cc(C(F)(F)F)cn2)(C(F)(F)F)C(F)(F)F)cc(C)c1NC(=O)c1cccc(N)c1, predict the reactants needed to synthesize it. (3) Given the product NC(CSC1CCC2(CCC(CCc3ccoc3)CC2)CC1)C(=O)O, predict the reactants needed to synthesize it. The reactants are: N[C@@H](CCl)C(=O)O.SC1CCC2(CC1)CCC(CCc1ccoc1)CC2. (4) Given the product COc1ccc2c(c1)C(c1ccc(Cl)cc1)=N[C@@H](CC(=O)NCCCNC(=O)c1ccc(B(O)O)cc1)c1nnc(C)n1-2, predict the reactants needed to synthesize it. The reactants are: COc1ccc2c(c1)C(c1ccc(Cl)cc1)=N[C@@H](CC(=O)NCCNC(=O)c1ccc(B(O)O)cc1)c1nnc(C)n1-2.O=C(O)c1ccc(B(O)O)cc1. (5) The reactants are: Cc1cccc([N+](=O)[O-])c1Cl. Given the product Cc1cccc(N)c1Cl, predict the reactants needed to synthesize it.